This data is from Forward reaction prediction with 1.9M reactions from USPTO patents (1976-2016). The task is: Predict the product of the given reaction. (1) Given the reactants [Cl:1][C:2]1[CH:21]=[C:20]([O:22][CH2:23][CH3:24])[CH:19]=[CH:18][C:3]=1[CH2:4][N:5]1[C:9]2[CH:10]=[C:11]([CH2:15][OH:16])[CH:12]=[C:13]([CH3:14])[C:8]=2[N:7]=[C:6]1[CH3:17].[C:25]([O:34][CH3:35])(=[O:33])[C:26]1[C:27](=[CH:29][CH:30]=[CH:31][CH:32]=1)O, predict the reaction product. The product is: [Cl:1][C:2]1[CH:21]=[C:20]([O:22][CH2:23][CH3:24])[CH:19]=[CH:18][C:3]=1[CH2:4][N:5]1[C:9]2[CH:10]=[C:11]([CH2:15][O:16][C:32]3[CH:31]=[CH:30][CH:29]=[CH:27][C:26]=3[C:25]([O:34][CH3:35])=[O:33])[CH:12]=[C:13]([CH3:14])[C:8]=2[N:7]=[C:6]1[CH3:17]. (2) Given the reactants [NH2:1][C:2]1[CH:3]=[C:4]([OH:8])[CH:5]=[CH:6][CH:7]=1.C([O-])([O-])=O.[Cs+].[Cs+].[Cl:15][C:16]1[CH:21]=[C:20](Cl)[CH:19]=[CH:18][N:17]=1, predict the reaction product. The product is: [NH2:1][C:2]1[CH:3]=[C:4]([CH:5]=[CH:6][CH:7]=1)[O:8][C:20]1[CH:19]=[CH:18][N:17]=[C:16]([Cl:15])[CH:21]=1. (3) Given the reactants [CH3:1][O:2][CH:3]([O:23][CH3:24])[C:4]1[N:13]=[C:12]2[C:7]([CH2:8][CH2:9][CH2:10][N:11]2[C:14]([O:16]C2C=CC=CC=2)=O)=[CH:6][CH:5]=1.[NH2:25][C:26]1[N:31]=[CH:30][C:29]([C:32]#[N:33])=[CH:28][N:27]=1.[Li+].C[Si]([N-][Si](C)(C)C)(C)C, predict the reaction product. The product is: [C:32]([C:29]1[CH:28]=[N:27][C:26]([NH:25][C:14]([N:11]2[C:12]3[C:7](=[CH:6][CH:5]=[C:4]([CH:3]([O:2][CH3:1])[O:23][CH3:24])[N:13]=3)[CH2:8][CH2:9][CH2:10]2)=[O:16])=[N:31][CH:30]=1)#[N:33]. (4) The product is: [Br:1][C:2]1[CH:16]=[N:15][C:5]2[N:6]([CH2:24][O:23][CH2:22][CH2:21][Si:20]([CH3:27])([CH3:26])[CH3:19])[C:7]3[CH:12]=[N:11][C:10]([C:13]#[N:14])=[CH:9][C:8]=3[C:4]=2[CH:3]=1. Given the reactants [Br:1][C:2]1[CH:16]=[N:15][C:5]2[NH:6][C:7]3[CH:12]=[N:11][C:10]([C:13]#[N:14])=[CH:9][C:8]=3[C:4]=2[CH:3]=1.[H-].[Na+].[CH3:19][Si:20]([CH3:27])([CH3:26])[CH2:21][CH2:22][O:23][CH2:24]Cl.O, predict the reaction product. (5) Given the reactants [O:1]1[C:10]2[C:5](=[CH:6][CH:7]=[CH:8][CH:9]=2)[C:4](=[O:11])[CH:3]=[C:2]1[C:12]([OH:14])=[O:13].[BH4-].[Na+].Cl.C(O)(=O)C, predict the reaction product. The product is: [OH:11][CH:4]1[C:5]2[C:10](=[CH:9][CH:8]=[CH:7][CH:6]=2)[O:1][CH:2]([C:12]([OH:14])=[O:13])[CH2:3]1. (6) Given the reactants [CH3:1][C:2]1[CH:8]=[C:7]([N+:9]([O-:11])=[O:10])[CH:6]=[CH:5][C:3]=1[NH2:4].[C:12](Cl)(=[O:19])[C:13]1[CH:18]=[CH:17][CH:16]=[CH:15][CH:14]=1, predict the reaction product. The product is: [CH3:1][C:2]1[CH:8]=[C:7]([N+:9]([O-:11])=[O:10])[CH:6]=[CH:5][C:3]=1[NH:4][C:12](=[O:19])[C:13]1[CH:18]=[CH:17][CH:16]=[CH:15][CH:14]=1. (7) Given the reactants [S:1](=[O:37])(=[O:36])([O:3][CH2:4][C@@H:5]1[C@@H:9]([O:10][Si](C(C)(C)C)(C)C)[CH2:8][C@H:7]([N:18]2[C:22]3[N:23]=[CH:24][N:25]=[C:26]([NH:27][C:28](=[O:35])[C:29]4[CH:34]=[CH:33][CH:32]=[CH:31][CH:30]=4)[C:21]=3[CH:20]=[CH:19]2)[O:6]1)[NH2:2], predict the reaction product. The product is: [S:1](=[O:36])(=[O:37])([O:3][CH2:4][C@@H:5]1[C@@H:9]([OH:10])[CH2:8][C@H:7]([N:18]2[C:22]3[N:23]=[CH:24][N:25]=[C:26]([NH:27][C:28](=[O:35])[C:29]4[CH:34]=[CH:33][CH:32]=[CH:31][CH:30]=4)[C:21]=3[CH:20]=[CH:19]2)[O:6]1)[NH2:2]. (8) Given the reactants [I-].[Na+].Cl[Si](CC)(CC)CC.[CH3:11][O:12][C:13](=[O:32])[C@H:14]([C:25]1[CH:30]=[CH:29][CH:28]=[CH:27][C:26]=1[Cl:31])[N:15]1[CH2:20][CH:19](O)[C:18]2[S:22][CH:23]=[CH:24][C:17]=2[CH2:16]1.C(=O)(O)[O-].[Na+], predict the reaction product. The product is: [CH3:11][O:12][C:13]([C@@H:14]([N:15]1[CH2:16][C:17]2[CH:24]=[CH:23][S:22][C:18]=2[CH2:19][CH2:20]1)[C:25]1[CH:30]=[CH:29][CH:28]=[CH:27][C:26]=1[Cl:31])=[O:32]. (9) The product is: [CH3:13][N:14]([CH3:17])/[CH:15]=[CH:1]/[C:2]1[NH:7][C:6](=[O:8])[NH:5][C:4](=[O:9])[C:3]=1[N+:10]([O-:12])=[O:11]. Given the reactants [CH3:1][C:2]1[NH:7][C:6](=[O:8])[NH:5][C:4](=[O:9])[C:3]=1[N+:10]([O-:12])=[O:11].[CH3:13][N:14]([CH3:17])[CH:15]=O, predict the reaction product. (10) Given the reactants [Br:1][C:2]1[CH:3]=[C:4]([S:9]([NH:12][C:13]2[N:14]=[N:15][C:16]([Cl:21])=[CH:17][C:18]=2[O:19]C)(=[O:11])=[O:10])[CH:5]=[N:6][C:7]=1[Cl:8].B(Br)(Br)Br, predict the reaction product. The product is: [Br:1][C:2]1[CH:3]=[C:4]([S:9]([NH:12][C:13]2[N:14]=[N:15][C:16]([Cl:21])=[CH:17][C:18]=2[OH:19])(=[O:10])=[O:11])[CH:5]=[N:6][C:7]=1[Cl:8].